Dataset: Forward reaction prediction with 1.9M reactions from USPTO patents (1976-2016). Task: Predict the product of the given reaction. Given the reactants Cl.[NH2:2][C:3]1[CH:32]=[CH:31][C:6]2[NH:7][C:8]([C:13]3[C:14](=[O:30])[C@:15]([CH3:29])([CH2:24][CH2:25][CH:26]([CH3:28])[CH3:27])[C:16]4[C:21]([C:22]=3[OH:23])=[CH:20][CH:19]=[CH:18][CH:17]=4)=[N:9][S:10](=[O:12])(=[O:11])[C:5]=2[CH:4]=1.N1C=CC=CC=1.[CH:39]1[C:48]2[C:43](=[CH:44][CH:45]=[CH:46][CH:47]=2)[CH:42]=[CH:41][C:40]=1[S:49](Cl)(=[O:51])=[O:50], predict the reaction product. The product is: [OH:23][C:22]1[C:21]2[C:16](=[CH:17][CH:18]=[CH:19][CH:20]=2)[C@@:15]([CH3:29])([CH2:24][CH2:25][CH:26]([CH3:28])[CH3:27])[C:14](=[O:30])[C:13]=1[C:8]1[NH:7][C:6]2[CH:31]=[CH:32][C:3]([NH:2][S:49]([C:40]3[CH:41]=[CH:42][C:43]4[C:48](=[CH:47][CH:46]=[CH:45][CH:44]=4)[CH:39]=3)(=[O:51])=[O:50])=[CH:4][C:5]=2[S:10](=[O:12])(=[O:11])[N:9]=1.